The task is: Predict the reactants needed to synthesize the given product.. This data is from Full USPTO retrosynthesis dataset with 1.9M reactions from patents (1976-2016). (1) Given the product [CH:29]1([NH:26][C:17]([C:16]2[C:10]3[CH:9]=[C:8]([C:6]4[C:5]([Cl:22])=[CH:4][N:3]=[C:2]([Cl:1])[N:7]=4)[S:12][C:11]=3[C:13]([O:20][CH3:21])=[CH:14][CH:15]=2)=[O:19])[CH2:31][CH2:30]1, predict the reactants needed to synthesize it. The reactants are: [Cl:1][C:2]1[N:7]=[C:6]([C:8]2[S:12][C:11]3[C:13]([O:20][CH3:21])=[CH:14][CH:15]=[C:16]([C:17]([OH:19])=O)[C:10]=3[CH:9]=2)[C:5]([Cl:22])=[CH:4][N:3]=1.C([N:26]([CH:29]([CH3:31])[CH3:30])CC)(C)C.Cl.CN(C)CCCN=C=NCC.ON1C2C=CC=CC=2N=N1.C1(N)CC1. (2) The reactants are: C[O:2][C:3]1[CH:4]=[C:5]([C:9]2[S:10][CH:11]=[C:12]([NH:14][C:15]([NH:17][C:18]3[CH:23]=[CH:22][CH:21]=[C:20]([CH2:24][N:25]4[CH2:30][CH2:29][CH2:28][CH2:27][CH2:26]4)[N:19]=3)=[O:16])[N:13]=2)[CH:6]=[CH:7][CH:8]=1.[Cl-].[Be+2].[Cl-]. Given the product [OH:2][C:3]1[CH:4]=[C:5]([C:9]2[S:10][CH:11]=[C:12]([NH:14][C:15]([NH:17][C:18]3[CH:23]=[CH:22][CH:21]=[C:20]([CH2:24][N:25]4[CH2:26][CH2:27][CH2:28][CH2:29][CH2:30]4)[N:19]=3)=[O:16])[N:13]=2)[CH:6]=[CH:7][CH:8]=1, predict the reactants needed to synthesize it. (3) The reactants are: [CH3:1][C:2]1[CH:10]=[C:9]([O:11][Si](C)(C)C)[CH:8]=[CH:7][C:3]=1[C:4]([O-:6])=[O:5].[Li+].[OH-].Cl. Given the product [CH3:1][C:2]1[CH:10]=[C:9]([OH:11])[CH:8]=[CH:7][C:3]=1[C:4]([OH:6])=[O:5], predict the reactants needed to synthesize it. (4) Given the product [OH:5][NH:6][C:7]([C:9]1[CH:14]=[C:13]([NH:15][CH2:16][C:17]2[CH:22]=[CH:21][CH:20]=[CH:19][CH:18]=2)[CH:12]=[CH:11][N:10]=1)=[O:8], predict the reactants needed to synthesize it. The reactants are: C([O:5][NH:6][C:7]([C:9]1[CH:14]=[C:13]([NH:15][CH2:16][C:17]2[CH:22]=[CH:21][CH:20]=[CH:19][CH:18]=2)[CH:12]=[CH:11][N:10]=1)=[O:8])(C)(C)C.FC(F)(F)C(O)=O. (5) Given the product [CH3:34][C:2]1[N:7]=[CH:6][C:5]([S:8]([C:11]2[N:15]([C:16]3[CH:21]=[CH:20][C:19]([F:22])=[CH:18][C:17]=3[F:23])[N:14]=[C:13]([CH2:24][N:25]([CH3:33])[C:26](=[O:32])[O:27][C:28]([CH3:30])([CH3:29])[CH3:31])[CH:12]=2)(=[O:10])=[O:9])=[CH:4][CH:3]=1, predict the reactants needed to synthesize it. The reactants are: Cl[C:2]1[N:7]=[CH:6][C:5]([S:8]([C:11]2[N:15]([C:16]3[CH:21]=[CH:20][C:19]([F:22])=[CH:18][C:17]=3[F:23])[N:14]=[C:13]([CH2:24][N:25]([CH3:33])[C:26](=[O:32])[O:27][C:28]([CH3:31])([CH3:30])[CH3:29])[CH:12]=2)(=[O:10])=[O:9])=[CH:4][CH:3]=1.[C:34](=O)([O-])[O-].[K+].[K+].CB(O)O. (6) Given the product [S:24]1[CH:28]=[CH:27][CH:26]=[C:25]1[S:29]([N:1]1[CH2:6][CH2:5][CH:4]([CH2:7][NH:8][C:9]2[S:10][C:11]([C:14]([C:16]3[CH:21]=[CH:20][CH:19]=[CH:18][C:17]=3[CH3:22])=[O:15])=[CH:12][N:13]=2)[CH2:3][CH2:2]1)(=[O:31])=[O:30], predict the reactants needed to synthesize it. The reactants are: [NH:1]1[CH2:6][CH2:5][CH:4]([CH2:7][NH:8][C:9]2[S:10][C:11]([C:14]([C:16]3[CH:21]=[CH:20][CH:19]=[CH:18][C:17]=3[CH3:22])=[O:15])=[CH:12][N:13]=2)[CH2:3][CH2:2]1.Cl.[S:24]1[CH:28]=[CH:27][CH:26]=[C:25]1[S:29](Cl)(=[O:31])=[O:30].CCN(CC)CC. (7) Given the product [CH3:30][N:19]([CH:20]1[CH2:25][C:24]([CH3:27])([CH3:26])[NH:23][C:22]([CH3:29])([CH3:28])[CH2:21]1)[C:16]1[N:17]=[N:18][C:13]([C:4]2[CH:5]=[C:6]3[C:11](=[CH:12][C:3]=2[OH:2])[N:10]=[CH:9][N:8]=[CH:7]3)=[CH:14][CH:15]=1, predict the reactants needed to synthesize it. The reactants are: C[O:2][C:3]1[CH:12]=[C:11]2[C:6]([CH:7]=[N:8][CH:9]=[N:10]2)=[CH:5][C:4]=1[C:13]1[N:18]=[N:17][C:16]([N:19]([CH3:30])[CH:20]2[CH2:25][C:24]([CH3:27])([CH3:26])[NH:23][C:22]([CH3:29])([CH3:28])[CH2:21]2)=[CH:15][CH:14]=1.B(Br)(Br)Br.